Task: Predict the product of the given reaction.. Dataset: Forward reaction prediction with 1.9M reactions from USPTO patents (1976-2016) (1) Given the reactants [Br:1][C:2]1[CH:7]=[CH:6][C:5]([N:8]2[CH:12]=[CH:11][C:10](/[CH:13]=[CH:14]/[C:15]([O:17][CH2:18][CH3:19])=[O:16])=[C:9]2[C:20]2[CH:25]=[CH:24][C:23]([C:26](=[O:28])[NH2:27])=[CH:22][C:21]=2[CH3:29])=[CH:4][CH:3]=1.[BH4-].[Na+], predict the reaction product. The product is: [Br:1][C:2]1[CH:3]=[CH:4][C:5]([N:8]2[CH:12]=[CH:11][C:10]([CH2:13][CH2:14][C:15]([O:17][CH2:18][CH3:19])=[O:16])=[C:9]2[C:20]2[CH:25]=[CH:24][C:23]([C:26](=[O:28])[NH2:27])=[CH:22][C:21]=2[CH3:29])=[CH:6][CH:7]=1. (2) Given the reactants Cl[C:2]1[CH:7]=[CH:6][N:5]=[C:4]2[CH:8]=[C:9]([C:11]3[N:12]=[CH:13][N:14]([CH3:16])[CH:15]=3)[S:10][C:3]=12.[F:17][C:18]1[CH:24]=[C:23]([N+:25]([O-:27])=[O:26])[CH:22]=[CH:21][C:19]=1[NH2:20].C1CCC(P(C2C(C3C=CC=CC=3)=CC=CC=2)C2CCCCC2)CC1.[O-]P([O-])([O-])=O.[K+].[K+].[K+], predict the reaction product. The product is: [F:17][C:18]1[CH:24]=[C:23]([N+:25]([O-:27])=[O:26])[CH:22]=[CH:21][C:19]=1[NH:20][C:2]1[CH:7]=[CH:6][N:5]=[C:4]2[CH:8]=[C:9]([C:11]3[N:12]=[CH:13][N:14]([CH3:16])[CH:15]=3)[S:10][C:3]=12. (3) Given the reactants [F:1][C:2]1[C:3]([C:8]([OH:10])=O)=[N:4][CH:5]=[CH:6][CH:7]=1.C1N=CN(C(N2C=NC=C2)=O)C=1.Cl.[CH3:24][NH:25][O:26][CH3:27].CCN(C(C)C)C(C)C, predict the reaction product. The product is: [F:1][C:2]1[C:3]([C:8]([N:25]([O:26][CH3:27])[CH3:24])=[O:10])=[N:4][CH:5]=[CH:6][CH:7]=1. (4) Given the reactants [Na].[CH2:2]([O:4][C:5]1[CH2:10][CH2:9][CH2:8][C:7](=[O:11])[CH:6]=1)[CH3:3].[C:12](OCC)(=[O:18])[C:13]([O:15][CH2:16][CH3:17])=[O:14], predict the reaction product. The product is: [CH2:2]([O:4][C:5]1[CH2:10][CH2:9][CH:8]([C:12](=[O:18])[C:13]([O:15][CH2:16][CH3:17])=[O:14])[C:7](=[O:11])[CH:6]=1)[CH3:3].